From a dataset of Forward reaction prediction with 1.9M reactions from USPTO patents (1976-2016). Predict the product of the given reaction. (1) Given the reactants [OH:1][CH2:2][C:3]1[CH:4]=[C:5]([CH:8]=[C:9]([C:11]([F:14])([F:13])[F:12])[CH:10]=1)[C:6]#[N:7].CC(C)=[O:17].OS(O)(=O)=O.O=[Cr](=O)=O.O, predict the reaction product. The product is: [C:6]([C:5]1[CH:4]=[C:3]([CH:10]=[C:9]([C:11]([F:12])([F:13])[F:14])[CH:8]=1)[C:2]([OH:17])=[O:1])#[N:7]. (2) Given the reactants [CH2:1]([O:8][C@H:9]1[C@H:14]([O:15][CH2:16][C:17]2[CH:22]=[CH:21][CH:20]=[CH:19][CH:18]=2)[C@@H:13]([O:23][CH2:24][C:25]2[CH:30]=[CH:29][CH:28]=[CH:27][CH:26]=2)[C@@:12]([C:33]2[CH:38]=[CH:37][C:36]([CH3:39])=[C:35]([CH2:40][C:41]3[S:42][C:43]([C:46]4[CH:51]=[CH:50][C:49]([F:52])=[CH:48][CH:47]=4)=[CH:44][CH:45]=3)[CH:34]=2)([O:31][CH3:32])[O:11][C@@H:10]1[CH:53]=[O:54])[C:2]1[CH:7]=[CH:6][CH:5]=[CH:4][CH:3]=1.[CH2:55]=[O:56].[OH-].[Na+], predict the reaction product. The product is: [CH2:1]([O:8][C@H:9]1[C@H:14]([O:15][CH2:16][C:17]2[CH:18]=[CH:19][CH:20]=[CH:21][CH:22]=2)[C@@H:13]([O:23][CH2:24][C:25]2[CH:30]=[CH:29][CH:28]=[CH:27][CH:26]=2)[C@@:12]([C:33]2[CH:38]=[CH:37][C:36]([CH3:39])=[C:35]([CH2:40][C:41]3[S:42][C:43]([C:46]4[CH:47]=[CH:48][C:49]([F:52])=[CH:50][CH:51]=4)=[CH:44][CH:45]=3)[CH:34]=2)([O:31][CH3:32])[O:11][C@:10]1([CH2:55][OH:56])[CH:53]=[O:54])[C:2]1[CH:3]=[CH:4][CH:5]=[CH:6][CH:7]=1. (3) Given the reactants CCCCCC.[H-].[Na+].[Br:9][C:10]1[C:15]([CH3:16])=[CH:14][C:13]([OH:17])=[CH:12][C:11]=1[CH3:18].Cl[CH2:20][CH2:21][CH2:22][O:23][CH3:24], predict the reaction product. The product is: [Br:9][C:10]1[C:15]([CH3:16])=[CH:14][C:13]([O:17][CH2:20][CH2:21][CH2:22][O:23][CH3:24])=[CH:12][C:11]=1[CH3:18]. (4) Given the reactants [Br:1]N1C(=O)CCC1=O.[CH3:9][CH:10]([O:12][C:13]1[N:21]=[C:20]2[C:16]([N:17]=[CH:18][N:19]2[CH:22]2[CH2:27][CH2:26][CH2:25][CH2:24][O:23]2)=[C:15]([NH2:28])[N:14]=1)[CH3:11], predict the reaction product. The product is: [Br:1][C:18]1[N:19]([CH:22]2[CH2:27][CH2:26][CH2:25][CH2:24][O:23]2)[C:20]2[C:16]([N:17]=1)=[C:15]([NH2:28])[N:14]=[C:13]([O:12][CH:10]([CH3:9])[CH3:11])[N:21]=2. (5) Given the reactants [CH2:1]([C@:4]1([C:17]2[CH:22]=[CH:21][C:20]([F:23])=[CH:19][CH:18]=2)[CH2:9][CH2:8][N:7]([C@H:10]([C:12]([CH3:15])([CH3:14])[CH3:13])[CH3:11])[C:6](=[O:16])[NH:5]1)[CH:2]=C.[O:24]=[O+][O-].[BH4-].[Na+], predict the reaction product. The product is: [CH3:13][C:12]([CH3:15])([CH3:14])[C@@H:10]([N:7]1[CH2:8][CH2:9][C@@:4]([C:17]2[CH:22]=[CH:21][C:20]([F:23])=[CH:19][CH:18]=2)([CH2:1][CH2:2][OH:24])[NH:5][C:6]1=[O:16])[CH3:11]. (6) Given the reactants [NH2:1][C:2]1[CH:7]=[C:6]([Br:8])[CH:5]=[CH:4][C:3]=1[C:9]([C:11]1[CH:16]=[CH:15][CH:14]=[CH:13][CH:12]=1)=O.[C:17](#[N:19])[CH3:18].[H-].[Na+].O, predict the reaction product. The product is: [Br:8][C:6]1[CH:7]=[C:2]2[C:3]([C:9]([C:11]3[CH:16]=[CH:15][CH:14]=[CH:13][CH:12]=3)=[CH:18][C:17]([NH2:19])=[N:1]2)=[CH:4][CH:5]=1. (7) Given the reactants C(OC([N:8]1[CH2:17][CH2:16][C:15]2[NH:14][N:13]=[C:12]([C:18]3[CH:23]=[CH:22][C:21]([Cl:24])=[CH:20][CH:19]=3)[C:11]=2[CH2:10][CH2:9]1)=O)(C)(C)C.[CH3:25][O:26][C:27](=[O:30])[CH2:28]Br, predict the reaction product. The product is: [CH3:25][O:26][C:27](=[O:30])[CH2:28][N:14]1[C:15]2[CH2:16][CH2:17][NH:8][CH2:9][CH2:10][C:11]=2[C:12]([C:18]2[CH:19]=[CH:20][C:21]([Cl:24])=[CH:22][CH:23]=2)=[N:13]1. (8) Given the reactants [Cl:1][C:2]1[CH:3]=[C:4]2[C:8](=[CH:9][CH:10]=1)[NH:7][C:6]([C:11]([N:13]1[CH2:18][CH2:17][CH:16]([C:19]3[C:24]([O:25][CH3:26])=[CH:23][CH:22]=[CH:21][C:20]=3[O:27][CH3:28])[CH2:15][CH2:14]1)=[O:12])=[CH:5]2.[H-].[Na+].Cl[CH2:32][C:33]#[N:34], predict the reaction product. The product is: [Cl:1][C:2]1[CH:3]=[C:4]2[C:8](=[CH:9][CH:10]=1)[N:7]([CH2:32][C:33]#[N:34])[C:6]([C:11]([N:13]1[CH2:14][CH2:15][CH:16]([C:19]3[C:24]([O:25][CH3:26])=[CH:23][CH:22]=[CH:21][C:20]=3[O:27][CH3:28])[CH2:17][CH2:18]1)=[O:12])=[CH:5]2. (9) Given the reactants [F:1][C:2]([F:14])([F:13])[C:3]1[CH:4]=[CH:5][C:6]([C:9](=[N:11][OH:12])[NH2:10])=[N:7][CH:8]=1.[Cl:15][C:16]1[CH:20]=[CH:19][S:18][C:17]=1[C:21](Cl)=O, predict the reaction product. The product is: [Cl:15][C:16]1[CH:20]=[CH:19][S:18][C:17]=1[C:21]1[O:12][N:11]=[C:9]([C:6]2[CH:5]=[CH:4][C:3]([C:2]([F:1])([F:13])[F:14])=[CH:8][N:7]=2)[N:10]=1.